Predict the reactants needed to synthesize the given product. From a dataset of Retrosynthesis with 50K atom-mapped reactions and 10 reaction types from USPTO. (1) Given the product O=C1Cc2ccc([N+](=O)[O-])cc2C(=O)O1, predict the reactants needed to synthesize it. The reactants are: O=C(O)Cc1ccc([N+](=O)[O-])cc1C(=O)O. (2) Given the product COC(=O)COc1ccc(COc2cc(Cl)ccc2-c2nc3cc(F)c(F)cc3n2Cc2cccc(Cl)c2)cc1, predict the reactants needed to synthesize it. The reactants are: COC(=O)COc1ccc(CBr)cc1.Oc1cc(Cl)ccc1-c1nc2cc(F)c(F)cc2n1Cc1cccc(Cl)c1. (3) Given the product CCC(=O)N[C@H]1C[C@@H](n2cnc3c(NCC(c4ccccc4)c4ccccc4)nc(NN=CC4CCCCC4)nc32)[C@H](O)[C@@H]1O, predict the reactants needed to synthesize it. The reactants are: CCC(=O)N[C@H]1C[C@@H](n2cnc3c(NCC(c4ccccc4)c4ccccc4)nc(NN)nc32)[C@H](O)[C@@H]1O.O=CC1CCCCC1. (4) Given the product CC(C)CN(C)c1ccc2c(n1)CCN(Cc1ccccc1)C2, predict the reactants needed to synthesize it. The reactants are: C=O.CC(C)CNc1ccc2c(n1)CCN(Cc1ccccc1)C2. (5) Given the product N#Cc1cc(CBr)ccc1F, predict the reactants needed to synthesize it. The reactants are: Cc1ccc(F)c(C#N)c1.O=C1CCC(=O)N1Br. (6) Given the product CCN1CCCC[C@H]1C=O, predict the reactants needed to synthesize it. The reactants are: CCN1CCCC[C@H]1C(=O)O.